Dataset: Full USPTO retrosynthesis dataset with 1.9M reactions from patents (1976-2016). Task: Predict the reactants needed to synthesize the given product. Given the product [F:33][C:28]1[CH:27]=[C:26]([CH:31]=[CH:30][C:29]=1[F:32])[CH2:25][N:21]1[CH:22]=[CH:23][CH:24]=[C:19]([C:17]([NH:16][CH2:15][C:13]2[CH:14]=[C:9]([CH:10]=[C:11]([C:35]3[C:43]4[C:38](=[N:39][CH:40]=[CH:41][CH:42]=4)[NH:37][CH:36]=3)[CH:12]=2)[O:8][CH2:7][C:6]([OH:53])=[O:5])=[O:18])[C:20]1=[O:34], predict the reactants needed to synthesize it. The reactants are: C([O:5][C:6](=[O:53])[CH2:7][O:8][C:9]1[CH:14]=[C:13]([CH2:15][NH:16][C:17]([C:19]2[C:20](=[O:34])[N:21]([CH2:25][C:26]3[CH:31]=[CH:30][C:29]([F:32])=[C:28]([F:33])[CH:27]=3)[CH:22]=[CH:23][CH:24]=2)=[O:18])[CH:12]=[C:11]([C:35]2[C:43]3[C:38](=[N:39][CH:40]=[CH:41][CH:42]=3)[N:37](S(C3C=CC=CC=3)(=O)=O)[CH:36]=2)[CH:10]=1)(C)(C)C.FC(F)(F)C(O)=O.C(Cl)Cl.